This data is from Reaction yield outcomes from USPTO patents with 853,638 reactions. The task is: Predict the reaction yield, written as a fraction of the theoretical maximum amount of product (1.0 means a 100% yield; for example, 0.34 means a 34% yield). The product is [F:16][C:10]1[CH:9]=[C:4]2[C:3]([CH2:17][O:7][C:5]2=[O:6])=[C:12]([N+:13]([O-:15])=[O:14])[CH:11]=1. The catalyst is O1CCOCC1.O. The reactants are BrC[C:3]1([CH3:17])[C:12]([N+:13]([O-:15])=[O:14])=[CH:11][C:10]([F:16])=[CH:9][CH:4]1[C:5]([O:7]C)=[O:6]. The yield is 0.790.